Dataset: Reaction yield outcomes from USPTO patents with 853,638 reactions. Task: Predict the reaction yield, written as a fraction of the theoretical maximum amount of product (1.0 means a 100% yield; for example, 0.34 means a 34% yield). The reactants are [F:1][C:2]1[C:3]([CH3:26])=[C:4]([C:8]2([C:22]([O:24][CH3:25])=[O:23])[CH2:13][CH:12]=[C:11](OS(C(F)(F)F)(=O)=O)[CH2:10][CH2:9]2)[CH:5]=[CH:6][CH:7]=1.[F:27][C:28]1[CH:29]=[C:30](B(O)O)[CH:31]=[N:32][CH:33]=1.[F-].[Cs+].COCCOC. The catalyst is C1(P(C2C=CC=CC=2)C2C=CC=CC=2)C=CC=CC=1.C1(P(C2C=CC=CC=2)C2C=CC=CC=2)C=CC=CC=1.C1(P(C2C=CC=CC=2)C2C=CC=CC=2)C=CC=CC=1.C1(P(C2C=CC=CC=2)C2C=CC=CC=2)C=CC=CC=1.[Pd].CO. The product is [F:1][C:2]1[C:3]([CH3:26])=[C:4]([C:8]2([C:22]([O:24][CH3:25])=[O:23])[CH2:13][CH:12]=[C:11]([C:30]3[CH:31]=[N:32][CH:33]=[C:28]([F:27])[CH:29]=3)[CH2:10][CH2:9]2)[CH:5]=[CH:6][CH:7]=1. The yield is 0.830.